Dataset: Catalyst prediction with 721,799 reactions and 888 catalyst types from USPTO. Task: Predict which catalyst facilitates the given reaction. Reactant: [NH2:1][C:2](=[N:32][OH:33])[C:3]1[CH:4]=[C:5]2[C:10](=[CH:11][CH:12]=1)[C:9](=[O:13])[N:8]([CH2:14][CH:15]([CH3:17])[CH3:16])[C:7]([CH2:18][NH:19][C:20](=[O:26])[O:21][C:22]([CH3:25])([CH3:24])[CH3:23])=[C:6]2[O:27][CH2:28][CH2:29][CH2:30][CH3:31].[C:34](N1C=CN=C1)(N1C=CN=C1)=[O:35].O. Product: [CH2:28]([O:27][C:6]1[C:5]2[C:10](=[CH:11][CH:12]=[C:3]([C:2]3[NH:1][C:34](=[O:35])[O:33][N:32]=3)[CH:4]=2)[C:9](=[O:13])[N:8]([CH2:14][CH:15]([CH3:16])[CH3:17])[C:7]=1[CH2:18][NH:19][C:20](=[O:26])[O:21][C:22]([CH3:23])([CH3:24])[CH3:25])[CH2:29][CH2:30][CH3:31]. The catalyst class is: 13.